This data is from Reaction yield outcomes from USPTO patents with 853,638 reactions. The task is: Predict the reaction yield, written as a fraction of the theoretical maximum amount of product (1.0 means a 100% yield; for example, 0.34 means a 34% yield). The reactants are Br[CH2:2][CH2:3][CH2:4][CH2:5][CH3:6].[CH3:7][O:8][C:9]1[CH:14]=[CH:13][C:12]([S:15]([NH:18][C:19]2[CH:24]=[CH:23][C:22]([O:25][CH3:26])=[CH:21][CH:20]=2)(=[O:17])=[O:16])=[CH:11][CH:10]=1. No catalyst specified. The product is [CH3:7][O:8][C:9]1[CH:10]=[CH:11][C:12]([S:15]([N:18]([C:19]2[CH:24]=[CH:23][C:22]([O:25][CH3:26])=[CH:21][CH:20]=2)[CH2:2][CH2:3][CH2:4][CH2:5][CH3:6])(=[O:17])=[O:16])=[CH:13][CH:14]=1. The yield is 0.600.